From a dataset of Reaction yield outcomes from USPTO patents with 853,638 reactions. Predict the reaction yield, written as a fraction of the theoretical maximum amount of product (1.0 means a 100% yield; for example, 0.34 means a 34% yield). (1) The catalyst is COCCOC.O1CCOCC1.O. The yield is 0.120. The reactants are Br[C:2]1[C:7]([C:8]([F:11])([F:10])[F:9])=[CH:6][C:5]([NH:12][C:13]2[N:17]=[C:16]([NH2:18])[NH:15][N:14]=2)=[CH:4][C:3]=1[Cl:19].CN1C(C)(C)CC(SC2C=CC(B3OC(C)(C)C(C)(C)O3)=CC=2)CC1(C)C.[OH:47][CH2:48][C:49]([NH:52][S:53]([C:56]1[CH:61]=[C:60](B2OC(C)(C)C(C)(C)O2)[CH:59]=[CH:58][C:57]=1[O:71][CH3:72])(=[O:55])=[O:54])([CH3:51])[CH3:50].C(=O)([O-])[O-].[K+].[K+]. The product is [OH:47][CH2:48][C:49]([NH:52][S:53]([C:56]1[CH:61]=[C:60]([C:2]2[C:3]([Cl:19])=[CH:4][C:5]([NH:12][C:13]3[N:17]=[C:16]([NH2:18])[NH:15][N:14]=3)=[CH:6][C:7]=2[C:8]([F:11])([F:10])[F:9])[CH:59]=[CH:58][C:57]=1[O:71][CH3:72])(=[O:55])=[O:54])([CH3:51])[CH3:50]. (2) The reactants are Br[CH:2]([C:14]1[CH:19]=[CH:18][CH:17]=[CH:16][CH:15]=1)[C:3]([O:5][C@H:6]([C:8]1[CH:13]=[CH:12][CH:11]=[CH:10][CH:9]=1)[CH3:7])=[O:4].C(N(CC)CC)C.[CH3:27][C:28]1([OH:34])[CH2:33][CH2:32][NH:31][CH2:30][CH2:29]1. The catalyst is C1COCC1.[I-].C([N+](CCCC)(CCCC)CCCC)CCC.C(OCC)(=O)C. The product is [OH:34][C:28]1([CH3:27])[CH2:33][CH2:32][N:31]([C@H:2]([C:14]2[CH:19]=[CH:18][CH:17]=[CH:16][CH:15]=2)[C:3]([O:5][C@H:6]([C:8]2[CH:13]=[CH:12][CH:11]=[CH:10][CH:9]=2)[CH3:7])=[O:4])[CH2:30][CH2:29]1. The yield is 0.600. (3) The reactants are C1(P(C2C=CC=CC=2)C2C=CC=CC=2)C=CC=CC=1.[Br:20]Br.[C:22]([O:26][C:27]([C@:29]1([NH:43][C:44]([O:46][C:47]([CH3:50])([CH3:49])[CH3:48])=[O:45])[CH2:34][C@H:33](O)[C@@H:32]2[C@H:30]1[C@H:31]2[C:36]([O:38][C:39]([CH3:42])([CH3:41])[CH3:40])=[O:37])=[O:28])([CH3:25])([CH3:24])[CH3:23]. The catalyst is C1(C)C=CC=CC=1.N1C=CC=CC=1.C(OCC)(=O)C. The product is [C:22]([O:26][C:27]([C@:29]1([NH:43][C:44]([O:46][C:47]([CH3:50])([CH3:49])[CH3:48])=[O:45])[CH2:34][C@@H:33]([Br:20])[C@@H:32]2[C@H:30]1[C@H:31]2[C:36]([O:38][C:39]([CH3:42])([CH3:41])[CH3:40])=[O:37])=[O:28])([CH3:25])([CH3:24])[CH3:23]. The yield is 0.780. (4) The reactants are I[C:2]1[N:3]=[CH:4][N:5](C(C2C=CC=CC=2)(C2C=CC=CC=2)C2C=CC=CC=2)[CH:6]=1.C([Mg]Br)C.Br[C:31]1[CH:32]=[CH:33][C:34]([F:37])=[N:35][CH:36]=1. The catalyst is C1COCC1.[Cl-].[Zn+2].[Cl-].C1C=CC([P]([Pd]([P](C2C=CC=CC=2)(C2C=CC=CC=2)C2C=CC=CC=2)([P](C2C=CC=CC=2)(C2C=CC=CC=2)C2C=CC=CC=2)[P](C2C=CC=CC=2)(C2C=CC=CC=2)C2C=CC=CC=2)(C2C=CC=CC=2)C2C=CC=CC=2)=CC=1. The product is [F:37][C:34]1[CH:33]=[CH:32][C:31]([C:2]2[N:3]=[CH:4][NH:5][CH:6]=2)=[CH:36][N:35]=1. The yield is 0.460. (5) The reactants are C([O:9][CH:10]([C:27]([NH:29][C@@H:30]([C:32]1[CH:37]=[CH:36][CH:35]=[CH:34][CH:33]=1)[CH3:31])=[O:28])[C@@H:11]([NH:16]C(OCC1C=CC=CC=1)=O)[CH2:12][CH2:13][CH2:14][CH3:15])(=O)C1C=CC=CC=1.[OH-].[Na+]. The catalyst is O1CCOCC1.O. The product is [NH2:16][C@@H:11]([CH2:12][CH2:13][CH2:14][CH3:15])[CH:10]([OH:9])[C:27]([NH:29][C@@H:30]([C:32]1[CH:33]=[CH:34][CH:35]=[CH:36][CH:37]=1)[CH3:31])=[O:28]. The yield is 0.950. (6) The reactants are Br[C:2]1[CH:3]=[C:4]2[C:10]([C:11]3[CH:12]=[CH:13][C:14]([OH:17])=[N:15][CH:16]=3)=[CH:9][NH:8][C:5]2=[N:6][CH:7]=1.[CH3:18][O:19][C:20]1[CH:25]=[CH:24][C:23]([CH2:26][O:27][C:28]2[CH:33]=[CH:32][C:31](B(O)O)=[CH:30][C:29]=2[O:37][CH3:38])=[CH:22][CH:21]=1.C(#N)C.C(=O)([O-])[O-].[Na+].[Na+]. The catalyst is O. The product is [CH3:38][O:37][C:29]1[CH:30]=[C:31]([C:2]2[CH:3]=[C:4]3[C:10]([C:11]4[CH:12]=[CH:13][C:14]([OH:17])=[N:15][CH:16]=4)=[CH:9][NH:8][C:5]3=[N:6][CH:7]=2)[CH:32]=[CH:33][C:28]=1[O:27][CH2:26][C:23]1[CH:22]=[CH:21][C:20]([O:19][CH3:18])=[CH:25][CH:24]=1. The yield is 0.460.